Dataset: Full USPTO retrosynthesis dataset with 1.9M reactions from patents (1976-2016). Task: Predict the reactants needed to synthesize the given product. (1) Given the product [CH2:2]([O:4][C:5](=[O:16])[C:6]([S:8][CH:9]1[CH2:10][CH2:11][N:12]([S:27]([CH3:26])(=[O:29])=[O:28])[CH2:13][CH2:14]1)([CH3:15])[CH3:7])[CH3:3], predict the reactants needed to synthesize it. The reactants are: Cl.[CH2:2]([O:4][C:5](=[O:16])[C:6]([CH3:15])([S:8][CH:9]1[CH2:14][CH2:13][NH:12][CH2:11][CH2:10]1)[CH3:7])[CH3:3].C(N(CC)C(C)C)(C)C.[CH3:26][S:27](Cl)(=[O:29])=[O:28]. (2) Given the product [CH2:16]([O:10][C:8]1[CH:7]=[CH:6][C:3]([CH:4]=[O:5])=[C:2]([OH:1])[CH:9]=1)[C:17]1[CH:22]=[CH:21][CH:20]=[CH:19][CH:18]=1, predict the reactants needed to synthesize it. The reactants are: [OH:1][C:2]1[CH:9]=[C:8]([OH:10])[CH:7]=[CH:6][C:3]=1[CH:4]=[O:5].C([O-])(O)=O.[Na+].[CH2:16](Br)[C:17]1[CH:22]=[CH:21][CH:20]=[CH:19][CH:18]=1. (3) Given the product [C:15]([C:14]1[CH:13]=[C:12]([C:5]2([CH2:7][O:8][CH2:9][CH:10]=[CH2:11])[C:4](=[O:20])[N:3]([C:22]3[CH:29]=[CH:28][C:25]([C:26]#[N:27])=[C:24]([C:30]([F:31])([F:33])[F:32])[CH:23]=3)[C:2](=[O:1])[NH:6]2)[CH:19]=[CH:18][CH:17]=1)#[N:16], predict the reactants needed to synthesize it. The reactants are: [O:1]=[C:2]1[NH:6][C:5]([C:12]2[CH:13]=[C:14]([CH:17]=[CH:18][CH:19]=2)[C:15]#[N:16])([CH2:7][O:8][CH2:9][CH:10]=[CH2:11])[C:4](=[O:20])[NH:3]1.Br[C:22]1[CH:29]=[CH:28][C:25]([C:26]#[N:27])=[C:24]([C:30]([F:33])([F:32])[F:31])[CH:23]=1. (4) Given the product [Br:28][C:27]1[CH:11]=[CH:10][CH:9]=[CH:8][C:20]=1[C:23]1[N:24]2[C:29]([NH2:31])=[N:25][CH:8]([C:9]3[CH:10]=[CH:11][C:12]([O:15][C:16]([F:17])([F:18])[F:19])=[CH:13][CH:14]=3)[C:20]2=[N:21][CH:22]=1, predict the reactants needed to synthesize it. The reactants are: BrC1C=C([C:8]([NH2:25])([C:20]2[NH:21][CH:22]=[CH:23][N:24]=2)[C:9]2[CH:14]=[CH:13][C:12]([O:15][C:16]([F:19])([F:18])[F:17])=[CH:11][CH:10]=2)C=CC=1.N#[C:27][Br:28].[C:29](#[N:31])C.